Regression. Given two drug SMILES strings and cell line genomic features, predict the synergy score measuring deviation from expected non-interaction effect. From a dataset of NCI-60 drug combinations with 297,098 pairs across 59 cell lines. (1) Drug 1: C(=O)(N)NO. Drug 2: CN(CC1=CN=C2C(=N1)C(=NC(=N2)N)N)C3=CC=C(C=C3)C(=O)NC(CCC(=O)O)C(=O)O. Cell line: IGROV1. Synergy scores: CSS=35.3, Synergy_ZIP=0.922, Synergy_Bliss=0.272, Synergy_Loewe=-58.2, Synergy_HSA=-1.70. (2) Drug 1: CS(=O)(=O)OCCCCOS(=O)(=O)C. Drug 2: CC1C(C(CC(O1)OC2CC(CC3=C2C(=C4C(=C3O)C(=O)C5=CC=CC=C5C4=O)O)(C(=O)C)O)N)O. Cell line: NCI/ADR-RES. Synergy scores: CSS=14.3, Synergy_ZIP=-6.35, Synergy_Bliss=-2.19, Synergy_Loewe=-17.8, Synergy_HSA=-2.53. (3) Drug 1: CN1CCC(CC1)COC2=C(C=C3C(=C2)N=CN=C3NC4=C(C=C(C=C4)Br)F)OC. Drug 2: C(CC(=O)O)C(=O)CN.Cl. Cell line: TK-10. Synergy scores: CSS=10.4, Synergy_ZIP=-5.57, Synergy_Bliss=-1.30, Synergy_Loewe=-22.1, Synergy_HSA=-1.41. (4) Drug 1: CS(=O)(=O)OCCCCOS(=O)(=O)C. Drug 2: COC1=C2C(=CC3=C1OC=C3)C=CC(=O)O2. Cell line: HOP-62. Synergy scores: CSS=23.5, Synergy_ZIP=-6.50, Synergy_Bliss=-8.38, Synergy_Loewe=-4.31, Synergy_HSA=-4.88.